This data is from Experimentally validated miRNA-target interactions with 360,000+ pairs, plus equal number of negative samples. The task is: Binary Classification. Given a miRNA mature sequence and a target amino acid sequence, predict their likelihood of interaction. The miRNA is hsa-miR-4716-3p with sequence AAGGGGGAAGGAAACAUGGAGA. The protein sequence of the target gene is MIHLGHILFLLLLPVAAAQTTPGERSSLPAFYPGTSGSCSGCGSLSLPLLAGLVAADAVASLLIVGAVFLCARPRRSPAQEDGKVYINMPGRG. Result: 0 (no interaction).